Predict the product of the given reaction. From a dataset of Forward reaction prediction with 1.9M reactions from USPTO patents (1976-2016). Given the reactants Br[C:2]1[N:7]=[C:6]([CH:8]=[O:9])[CH:5]=[CH:4][C:3]=1[O:10][CH3:11].[CH3:12][S:13]([C:15]1[CH:20]=[CH:19][C:18](B(O)O)=[CH:17][CH:16]=1)=[O:14].C([O-])([O-])=O.[Na+].[Na+], predict the reaction product. The product is: [CH3:11][O:10][C:3]1[CH:4]=[CH:5][C:6]([CH:8]=[O:9])=[N:7][C:2]=1[C:18]1[CH:19]=[CH:20][C:15]([S:13]([CH3:12])=[O:14])=[CH:16][CH:17]=1.